Dataset: Full USPTO retrosynthesis dataset with 1.9M reactions from patents (1976-2016). Task: Predict the reactants needed to synthesize the given product. (1) Given the product [CH2:1]([O:3][C:4]([CH3:9])([CH3:8])[C:5]([NH:7][C:21](=[O:22])[O:23][C:24]([CH3:26])=[CH2:25])=[O:6])[CH3:2], predict the reactants needed to synthesize it. The reactants are: [CH2:1]([O:3][C:4]([CH3:9])([CH3:8])[C:5]([NH2:7])=[O:6])[CH3:2].[Li+].C[Si]([N-][Si](C)(C)C)(C)C.Cl[C:21]([O:23][C:24]([CH3:26])=[CH2:25])=[O:22]. (2) Given the product [NH2:52][C@H:48]([C:49]([OH:51])=[O:50])[CH2:33][CH2:34][C:35]([NH:37][CH2:38][CH3:39])=[O:36], predict the reactants needed to synthesize it. The reactants are: P(OC[C@H]1O[C@@H](N2C3N=C(N)NC(=O)C=3N=C2)[C@H](O)[C@@H]1O)(OP(OP(O)(O)=O)(O)=O)(=O)O.[CH2:33]([C@H:48]([NH2:52])[C:49]([OH:51])=[O:50])[CH2:34][C:35]([NH:37][C@H:38](C(NCC(O)=O)=O)[CH2:39]S)=[O:36]. (3) Given the product [CH3:23][O:22][CH2:21][CH2:20][O:19][C@@H:6]1[C@H:7]([OH:12])[C@@H:8]([CH2:10][OH:11])[O:9][C@H:5]1[N:4]1[CH:3]=[C:2]([CH3:1])[C:16](=[O:17])[NH:15][C:14]1=[O:13], predict the reactants needed to synthesize it. The reactants are: [CH3:1][C:2]1[C:16](=[O:17])[N:15]=[C:14]2[N:4]([C@@H:5]3[O:9][C@H:8]([CH2:10][OH:11])[C@@H:7]([OH:12])[C@@H:6]3[O:13]2)[CH:3]=1.B([O:19][CH2:20][CH2:21][O:22][CH3:23])([O:19][CH2:20][CH2:21][O:22][CH3:23])[O:19][CH2:20][CH2:21][O:22][CH3:23]. (4) Given the product [NH2:1][C:2]1[C:3]([Cl:15])=[C:4]2[C:9](=[CH:10][CH:11]=1)[CH:8]=[C:7]([C:12]([OH:14])=[O:13])[CH:6]=[CH:5]2, predict the reactants needed to synthesize it. The reactants are: [NH2:1][C:2]1[CH:3]=[C:4]2[C:9](=[CH:10][CH:11]=1)[CH:8]=[C:7]([C:12]([OH:14])=[O:13])[CH:6]=[CH:5]2.[Cl:15]N1C(=O)CCC1=O. (5) Given the product [Cl:1][C:2]1[CH:7]=[C:6]([F:8])[CH:5]=[CH:4][C:3]=1[C:9]1[C:10]2[N:11]([N:16]=[C:17]([NH:19][C:21]3[CH:26]=[CH:25][C:24]([N:27]4[CH:31]=[C:30]([CH3:32])[N:29]=[CH:28]4)=[C:23]([O:33][CH3:34])[CH:22]=3)[N:18]=2)[CH:12]=[C:13]([F:15])[CH:14]=1, predict the reactants needed to synthesize it. The reactants are: [Cl:1][C:2]1[CH:7]=[C:6]([F:8])[CH:5]=[CH:4][C:3]=1[C:9]1[C:10]2[N:11]([N:16]=[C:17]([NH2:19])[N:18]=2)[CH:12]=[C:13]([F:15])[CH:14]=1.Br[C:21]1[CH:26]=[CH:25][C:24]([N:27]2[CH:31]=[C:30]([CH3:32])[N:29]=[CH:28]2)=[C:23]([O:33][CH3:34])[CH:22]=1.C(Cl)Cl. (6) Given the product [NH:24]1[CH:28]=[CH:27][C:26]([NH:29][CH2:18][C:17]2[CH:16]=[C:15]([CH:22]=[CH:21][CH:20]=2)[O:14][CH2:13][CH:12]([OH:23])[CH2:11][N:2]2[CH2:3][CH2:4][C:5]3[C:10](=[CH:9][CH:8]=[CH:7][CH:6]=3)[CH2:1]2)=[N:25]1, predict the reactants needed to synthesize it. The reactants are: [CH2:1]1[C:10]2[C:5](=[CH:6][CH:7]=[CH:8][CH:9]=2)[CH2:4][CH2:3][N:2]1[CH2:11][CH:12]([OH:23])[CH2:13][O:14][C:15]1[CH:16]=[C:17]([CH:20]=[CH:21][CH:22]=1)[CH:18]=O.[NH:24]1[CH:28]=[CH:27][C:26]([NH2:29])=[N:25]1.[BH-](OC(C)=O)(OC(C)=O)OC(C)=O.[Na+]. (7) Given the product [Cl:1][C:2]1[CH:3]=[C:4]([C:5]([C:26]2[CH:27]=[CH:28][C:23]([OH:22])=[C:24]([CH3:29])[CH:25]=2)=[O:7])[CH:15]=[CH:16][CH:17]=1, predict the reactants needed to synthesize it. The reactants are: [Cl:1][C:2]1[CH:3]=[C:4]([CH:15]=[CH:16][CH:17]=1)[C:5]([O:7]C1C=CC=CC=1C)=O.C([O:22][C:23]1[CH:28]=[CH:27][CH:26]=[CH:25][C:24]=1[CH3:29])(=O)CC.